Predict the product of the given reaction. From a dataset of Forward reaction prediction with 1.9M reactions from USPTO patents (1976-2016). (1) The product is: [OH:29][C@H:24]1[CH2:25][CH2:26][CH2:27][CH2:28][C@@H:23]1[N:13]1[C:12](=[O:30])[C:11]2[C:16](=[C:17]3[CH:22]=[CH:21][N:20]=[CH:19][C:18]3=[C:9]([CH2:8][C:5]3[CH:6]=[N:7][C:2]([CH3:32])=[CH:3][CH:4]=3)[CH:10]=2)[N:15]=[CH:14]1. Given the reactants Cl[C:2]1[N:7]=[CH:6][C:5]([CH2:8][C:9]2[CH:10]=[C:11]3[C:16](=[C:17]4[CH:22]=[CH:21][N:20]=[CH:19][C:18]=24)[N:15]=[CH:14][N:13]([C@H:23]2[CH2:28][CH2:27][CH2:26][CH2:25][C@@H:24]2[OH:29])[C:12]3=[O:30])=[CH:4][CH:3]=1.[Cl-].[CH2:32]1COCC1, predict the reaction product. (2) Given the reactants Br[C:2]1[CH:3]=[C:4]([CH:16]=[CH:17][CH:18]=1)[C:5]([NH:7][CH2:8][CH2:9][CH2:10][N:11]([CH2:14][CH3:15])[CH2:12][CH3:13])=[O:6].[N+:19]([C:22]1([CH:28]=[CH:27][CH:26]=[C:25](/[CH:29]=[CH:30]/[C:31]2[CH:36]=[CH:35][C:34]([O:37][CH3:38])=[CH:33][CH:32]=2)[CH2:24]1)N)([O-])=O.CC(C1C=C(C(C)C)C(C2C=CC=CC=2P(C2CCCCC2)C2CCCCC2)=C(C(C)C)C=1)C.C([O-])([O-])=O.[K+].[K+], predict the reaction product. The product is: [CH2:12]([N:11]([CH2:14][CH3:15])[CH2:10][CH2:9][CH2:8][NH:7][C:5](=[O:6])[C:4]1[CH:16]=[CH:17][CH:18]=[C:2]([NH:19][C:22]2[CH:28]=[CH:27][CH:26]=[C:25](/[CH:29]=[CH:30]/[C:31]3[CH:36]=[CH:35][C:34]([O:37][CH3:38])=[CH:33][CH:32]=3)[CH:24]=2)[CH:3]=1)[CH3:13]. (3) Given the reactants [OH:1][C:2]1[CH:7]=[C:6]([CH3:8])[C:5]([C:9]2[N:10]=[C:11]([NH:14][C:15](=[O:22])[C:16]3[CH:21]=[CH:20][N:19]=[CH:18][CH:17]=3)[S:12][CH:13]=2)=[C:4]([CH3:23])[CH:3]=1.C(=O)([O-])[O-].[Cs+].[Cs+].Br[C:31]1[CH:32]=[CH:33][C:34]([O:37][CH2:38][CH2:39][O:40][CH3:41])=[N:35][CH:36]=1.O, predict the reaction product. The product is: [CH3:41][O:40][CH2:39][CH2:38][O:37][C:34]1[N:35]=[CH:36][C:31]([O:1][C:2]2[CH:3]=[C:4]([CH3:23])[C:5]([C:9]3[N:10]=[C:11]([NH:14][C:15](=[O:22])[C:16]4[CH:21]=[CH:20][N:19]=[CH:18][CH:17]=4)[S:12][CH:13]=3)=[C:6]([CH3:8])[CH:7]=2)=[CH:32][CH:33]=1. (4) Given the reactants FC(F)(F)C([NH:5][C@@H:6]1[C:15]2[C:10](=[CH:11][CH:12]=[C:13]([F:16])[CH:14]=2)[C@H:9]([OH:17])[CH2:8][CH2:7]1)=O.[OH-].[Na+], predict the reaction product. The product is: [NH2:5][C@@H:6]1[C:15]2[C:10](=[CH:11][CH:12]=[C:13]([F:16])[CH:14]=2)[C@H:9]([OH:17])[CH2:8][CH2:7]1. (5) Given the reactants [Cl:1][C:2]1[CH:7]=[CH:6][N:5]([C:8]2[C:13]([F:14])=[CH:12][CH:11]=[CH:10][C:9]=2[F:15])[C:4](=[O:16])[C:3]=1[CH:17]=[N:18]O.P(Cl)(Cl)(Cl)=O, predict the reaction product. The product is: [Cl:1][C:2]1[CH:7]=[CH:6][N:5]([C:8]2[C:13]([F:14])=[CH:12][CH:11]=[CH:10][C:9]=2[F:15])[C:4](=[O:16])[C:3]=1[C:17]#[N:18]. (6) Given the reactants CO[C:3](=[O:23])[CH:4]([N:6]1[C:10]2=[N:11][CH:12]=[CH:13][CH:14]=[C:9]2[C:8]([C:15]([O:17][C:18]([CH3:21])([CH3:20])[CH3:19])=[O:16])=[C:7]1[CH3:22])[CH3:5].Cl.[CH3:25][NH:26][O:27][CH3:28].C([Mg]Cl)(C)C, predict the reaction product. The product is: [CH3:28][O:27][N:26]([CH3:25])[C:3](=[O:23])[CH:4]([N:6]1[C:10]2=[N:11][CH:12]=[CH:13][CH:14]=[C:9]2[C:8]([C:15]([O:17][C:18]([CH3:20])([CH3:21])[CH3:19])=[O:16])=[C:7]1[CH3:22])[CH3:5].